From a dataset of Peptide-MHC class I binding affinity with 185,985 pairs from IEDB/IMGT. Regression. Given a peptide amino acid sequence and an MHC pseudo amino acid sequence, predict their binding affinity value. This is MHC class I binding data. (1) The peptide sequence is FPFKYAKAF. The MHC is Mamu-B17 with pseudo-sequence Mamu-B17. The binding affinity (normalized) is 0.362. (2) The peptide sequence is HLNIPIGFK. The MHC is HLA-A68:01 with pseudo-sequence HLA-A68:01. The binding affinity (normalized) is 0.905.